This data is from Full USPTO retrosynthesis dataset with 1.9M reactions from patents (1976-2016). The task is: Predict the reactants needed to synthesize the given product. (1) The reactants are: [NH:1]1[C:9]2[C:4](=[CH:5][CH:6]=[CH:7][CH:8]=2)[CH:3]=[CH:2]1.[C:10](O[C:10]([C:12]([F:15])([F:14])[F:13])=[O:11])([C:12]([F:15])([F:14])[F:13])=[O:11].C(=O)(O)[O-].[Na+]. Given the product [F:13][C:12]([F:15])([F:14])[C:10]([C:3]1[C:4]2[C:9](=[CH:8][CH:7]=[CH:6][CH:5]=2)[NH:1][CH:2]=1)=[O:11], predict the reactants needed to synthesize it. (2) The reactants are: Cl[C:2]1[N:7]=[N:6][C:5]([O:8][C@@H:9]2[CH:14]3[CH2:15][CH2:16][N:11]([CH2:12][CH2:13]3)[CH2:10]2)=[CH:4][CH:3]=1.[NH:17]1[C:25]2[C:20](=[CH:21][C:22](B(O)O)=[CH:23][CH:24]=2)[CH:19]=[CH:18]1.N. Given the product [N:11]12[CH2:16][CH2:15][CH:14]([CH2:13][CH2:12]1)[C@@H:9]([O:8][C:5]1[N:6]=[N:7][C:2]([C:22]3[CH:21]=[C:20]4[C:25](=[CH:24][CH:23]=3)[NH:17][CH:18]=[CH:19]4)=[CH:3][CH:4]=1)[CH2:10]2, predict the reactants needed to synthesize it. (3) The reactants are: [CH2:1]([C@@H:8]([CH2:19][OH:20])[C@H:9]([C:11]1[CH:16]=[CH:15][C:14]([Br:17])=[CH:13][C:12]=1F)[OH:10])[C:2]1[CH:7]=[CH:6][CH:5]=[CH:4][CH:3]=1.CC(C)([O-])C.[K+]. Given the product [CH2:1]([C@@H:8]1[C@@H:9]([OH:10])[C:11]2[C:16](=[CH:15][C:14]([Br:17])=[CH:13][CH:12]=2)[O:20][CH2:19]1)[C:2]1[CH:7]=[CH:6][CH:5]=[CH:4][CH:3]=1, predict the reactants needed to synthesize it. (4) Given the product [O:21]1[C:2]2([CH2:7][CH2:6][O:5][CH2:4][CH:3]2[N:8]2[C:9](=[O:18])[C:10]3[C:15](=[CH:14][CH:13]=[CH:12][CH:11]=3)[C:16]2=[O:17])[O:1][CH2:19][CH2:20]1, predict the reactants needed to synthesize it. The reactants are: [O:1]=[C:2]1[CH2:7][CH2:6][O:5][CH2:4][CH:3]1[N:8]1[C:16](=[O:17])[C:15]2[C:10](=[CH:11][CH:12]=[CH:13][CH:14]=2)[C:9]1=[O:18].[CH2:19](O)[CH2:20][OH:21]. (5) Given the product [Cl:12][C:4]1[C:5]([O:10][CH3:11])=[CH:6][C:7]([O:8][CH3:9])=[C:2]([Cl:1])[C:3]=1[C:13]1[N:18]=[CH:17][C:16]2[CH:19]=[N:20][NH:21][C:15]=2[CH:14]=1, predict the reactants needed to synthesize it. The reactants are: [Cl:1][C:2]1[C:7]([O:8][CH3:9])=[CH:6][C:5]([O:10][CH3:11])=[C:4]([Cl:12])[C:3]=1[C:13]1[N:18]=[CH:17][C:16]2[CH:19]=[N:20][N:21](C3CCCCO3)[C:15]=2[CH:14]=1.Cl.C(Cl)(=O)C. (6) Given the product [CH3:1][C:2]1[C:6]([C:7]([O:9][CH3:15])=[O:8])=[C:5]([CH3:10])[O:4][N:3]=1, predict the reactants needed to synthesize it. The reactants are: [CH3:1][C:2]1[C:6]([C:7]([OH:9])=[O:8])=[C:5]([CH3:10])[O:4][N:3]=1.O=S(Cl)Cl.[CH3:15]O. (7) Given the product [CH3:5][C:3]1[CH2:4][CH2:9][CH:8]([CH2:6][OH:7])[CH2:1][CH:2]=1, predict the reactants needed to synthesize it. The reactants are: [CH2:1]=[CH:2][C:3](=[CH2:5])[CH3:4].[CH:6]([CH:8]=[CH2:9])=[O:7].